Dataset: Reaction yield outcomes from USPTO patents with 853,638 reactions. Task: Predict the reaction yield, written as a fraction of the theoretical maximum amount of product (1.0 means a 100% yield; for example, 0.34 means a 34% yield). (1) The product is [F:1][C:2]1[CH:3]=[C:4]([C@H:8]2[CH2:12][CH2:11][CH2:10][N:9]2[C:13]2[CH:18]=[CH:17][N:16]3[N:19]=[CH:20][C:21]([NH:22][C:23](=[O:30])[C:24]4[CH:29]=[CH:28][CH:27]=[N:26][CH:25]=4)=[C:15]3[N:14]=2)[CH:5]=[CH:6][CH:7]=1. The catalyst is CCOC(C)=O.CN(C=O)C. The reactants are [F:1][C:2]1[CH:3]=[C:4]([C@H:8]2[CH2:12][CH2:11][CH2:10][N:9]2[C:13]2[CH:18]=[CH:17][N:16]3[N:19]=[CH:20][C:21]([NH2:22])=[C:15]3[N:14]=2)[CH:5]=[CH:6][CH:7]=1.[C:23](O)(=[O:30])[C:24]1[CH:29]=[CH:28][CH:27]=[N:26][CH:25]=1.CN(C(ON1N=NC2C=CC=NC1=2)=[N+](C)C)C.F[P-](F)(F)(F)(F)F.CCN(C(C)C)C(C)C. The yield is 0.740. (2) The reactants are C(=O)([O-])[O-].[K+].[K+].[CH2:7](I)[CH3:8].[NH2:10][C:11]1[CH:19]=[C:18]([Cl:20])[C:17]([C:21]([F:24])([F:23])[F:22])=[CH:16][C:12]=1[C:13]([OH:15])=[O:14].O. The catalyst is CN(C=O)C.C(OCC)(=O)C. The product is [NH2:10][C:11]1[CH:19]=[C:18]([Cl:20])[C:17]([C:21]([F:24])([F:22])[F:23])=[CH:16][C:12]=1[C:13]([O:15][CH2:7][CH3:8])=[O:14]. The yield is 0.630. (3) The product is [CH3:1][O:2][CH2:3][CH2:4][O:5][C:6]1[CH:7]=[C:8]([C:12]2[NH:23][C:15]3=[N:16][CH:17]=[C:18]([NH2:20])[CH:19]=[C:14]3[CH:13]=2)[CH:9]=[CH:10][CH:11]=1. The reactants are [CH3:1][O:2][CH2:3][CH2:4][O:5][C:6]1[CH:7]=[C:8]([C:12]2[NH:23][C:15]3=[N:16][CH:17]=[C:18]([N+:20]([O-])=O)[CH:19]=[C:14]3[CH:13]=2)[CH:9]=[CH:10][CH:11]=1.Cl.O. The catalyst is C(O)C.[Fe]. The yield is 0.600. (4) The reactants are [Cl:1][C:2]1[C:10]2[C:5](=[CH:6][CH:7]=[C:8]([NH:11][C:12](=[O:17])[CH2:13][C:14](=O)[CH3:15])[CH:9]=2)[NH:4][N:3]=1.[NH2:18][C:19]([NH2:21])=[O:20].FC(F)(F)S([O-])(=O)=O.[Yb+3].FC(F)(F)S([O-])(=O)=O.FC(F)(F)S([O-])(=O)=O.[F:47][C:48]1[CH:55]=[CH:54][C:51]([CH:52]=O)=[CH:50][CH:49]=1. The catalyst is C(#N)C.O. The product is [Cl:1][C:2]1[C:10]2[C:5](=[CH:6][CH:7]=[C:8]([NH:11][C:12]([C:13]3[CH:52]([C:51]4[CH:54]=[CH:55][C:48]([F:47])=[CH:49][CH:50]=4)[NH:18][C:19](=[O:20])[NH:21][C:14]=3[CH3:15])=[O:17])[CH:9]=2)[NH:4][N:3]=1. The yield is 0.850. (5) The reactants are Br[C:2]1[CH:3]=[C:4]([S:8]([NH:11][C:12]2[CH:21]=[CH:20][C:15]([C:16]([O:18][CH3:19])=[O:17])=[C:14]([OH:22])[CH:13]=2)(=[O:10])=[O:9])[CH:5]=[CH:6][CH:7]=1.[OH:23][CH2:24][C:25]1[CH:30]=[CH:29][CH:28]=[CH:27][C:26]=1B(O)O. No catalyst specified. The product is [OH:22][C:14]1[CH:13]=[C:12]([NH:11][S:8]([C:4]2[CH:3]=[C:2]([C:26]3[CH:27]=[CH:28][CH:29]=[CH:30][C:25]=3[CH2:24][OH:23])[CH:7]=[CH:6][CH:5]=2)(=[O:10])=[O:9])[CH:21]=[CH:20][C:15]=1[C:16]([O:18][CH3:19])=[O:17]. The yield is 0.830. (6) The yield is 0.450. The catalyst is C1(C)C=CC=CC=1.C1C=CC(/C=C/C(/C=C/C2C=CC=CC=2)=O)=CC=1.C1C=CC(/C=C/C(/C=C/C2C=CC=CC=2)=O)=CC=1.C1C=CC(/C=C/C(/C=C/C2C=CC=CC=2)=O)=CC=1.[Pd].[Pd]. The reactants are Br[C:2]1[C:3]2[C:8]([C:9]3[CH:10]=[CH:11][CH:12]=[CH:13][C:14]=3[CH:15]=1)=[CH:7][CH:6]=[CH:5][CH:4]=2.[CH:16]1[C:29]2[CH:28]=[C:27]([NH2:30])[C:26]3[C:21](=[CH:22][CH:23]=[CH:24][CH:25]=3)[C:20]=2[CH:19]=[CH:18][CH:17]=1.C(P(C(C)(C)C)C(C)(C)C)(C)(C)C.CC(C)([O-])C.[Na+]. The product is [CH:13]1[C:14]2[CH:15]=[C:2]([NH:30][C:27]3[C:26]4[C:21]([C:20]5[CH:19]=[CH:18][CH:17]=[CH:16][C:29]=5[CH:28]=3)=[CH:22][CH:23]=[CH:24][CH:25]=4)[C:3]3[C:8](=[CH:7][CH:6]=[CH:5][CH:4]=3)[C:9]=2[CH:10]=[CH:11][CH:12]=1.